From a dataset of NCI-60 drug combinations with 297,098 pairs across 59 cell lines. Regression. Given two drug SMILES strings and cell line genomic features, predict the synergy score measuring deviation from expected non-interaction effect. (1) Drug 1: C1C(C(OC1N2C=NC3=C(N=C(N=C32)Cl)N)CO)O. Drug 2: CC12CCC3C(C1CCC2O)C(CC4=C3C=CC(=C4)O)CCCCCCCCCS(=O)CCCC(C(F)(F)F)(F)F. Cell line: SK-OV-3. Synergy scores: CSS=3.15, Synergy_ZIP=1.08, Synergy_Bliss=1.82, Synergy_Loewe=-4.41, Synergy_HSA=-3.13. (2) Drug 1: CCCS(=O)(=O)NC1=C(C(=C(C=C1)F)C(=O)C2=CNC3=C2C=C(C=N3)C4=CC=C(C=C4)Cl)F. Drug 2: C1=NC2=C(N1)C(=S)N=C(N2)N. Cell line: OVCAR-5. Synergy scores: CSS=37.9, Synergy_ZIP=3.53, Synergy_Bliss=2.09, Synergy_Loewe=-16.2, Synergy_HSA=-1.70. (3) Drug 1: C1CCC(C(C1)N)N.C(=O)(C(=O)[O-])[O-].[Pt+4]. Drug 2: CC12CCC3C(C1CCC2OP(=O)(O)O)CCC4=C3C=CC(=C4)OC(=O)N(CCCl)CCCl.[Na+]. Cell line: MCF7. Synergy scores: CSS=9.27, Synergy_ZIP=0.241, Synergy_Bliss=6.07, Synergy_Loewe=-15.9, Synergy_HSA=-2.93. (4) Drug 1: C1=CC(=CC=C1CCCC(=O)O)N(CCCl)CCCl. Drug 2: C1CC(C1)(C(=O)O)C(=O)O.[NH2-].[NH2-].[Pt+2]. Cell line: HCC-2998. Synergy scores: CSS=5.98, Synergy_ZIP=-8.26, Synergy_Bliss=-12.2, Synergy_Loewe=-10.9, Synergy_HSA=-10.0.